Dataset: Forward reaction prediction with 1.9M reactions from USPTO patents (1976-2016). Task: Predict the product of the given reaction. Given the reactants [NH2:1][C@@H:2]1[CH2:6][CH2:5][N:4]([C:7]([O:9][C:10]([CH3:13])([CH3:12])[CH3:11])=[O:8])[CH2:3]1.C(N(CC)CC)C.Cl[C:22]([O:24][C@H:25]1[CH2:29][CH2:28][O:27][CH2:26]1)=[O:23], predict the reaction product. The product is: [C:10]([O:9][C:7]([N:4]1[CH2:5][CH2:6][C@@H:2]([NH:1][C:22](=[O:23])[O:24][C@H:25]2[CH2:29][CH2:28][O:27][CH2:26]2)[CH2:3]1)=[O:8])([CH3:13])([CH3:12])[CH3:11].